This data is from Forward reaction prediction with 1.9M reactions from USPTO patents (1976-2016). The task is: Predict the product of the given reaction. (1) Given the reactants [CH3:1][N:2]([CH3:25])[CH2:3][CH2:4][NH:5][C:6]1[CH:11]=[CH:10][C:9]([NH:12][C:13]2[O:14][CH2:15][C:16](=[O:23])[C:17]=2[C:18]([O:20][CH2:21][CH3:22])=[O:19])=[C:8]([CH3:24])[CH:7]=1.[NH:26]1[C:34]2[C:29](=[CH:30][CH:31]=[CH:32][N:33]=2)[C:28]([CH:35]=O)=[CH:27]1.N1CCCCC1, predict the reaction product. The product is: [CH:18]([OH:20])=[O:19].[NH:26]1[C:34]2=[N:33][CH:32]=[CH:31][CH:30]=[C:29]2[C:28]([CH:35]=[C:15]2[O:14][C:13]([NH:12][C:9]3[CH:10]=[CH:11][C:6]([NH:5][CH2:4][CH2:3][N:2]([CH3:1])[CH3:25])=[CH:7][C:8]=3[CH3:24])=[C:17]([C:18]([O:20][CH2:21][CH3:22])=[O:19])[C:16]2=[O:23])=[CH:27]1. (2) Given the reactants [F:1][C:2]1[CH:7]=[CH:6][C:5]([C:8]([C:10]2[CH:11]=[N:12][C:13]([N:16]3[CH2:21][CH2:20][NH:19][CH2:18][CH2:17]3)=[N:14][CH:15]=2)=[O:9])=[CH:4][CH:3]=1.[CH3:22][CH2:23][Mg+].[Br-], predict the reaction product. The product is: [F:1][C:2]1[CH:7]=[CH:6][C:5]([C:8]([C:10]2[CH:11]=[N:12][C:13]([N:16]3[CH2:21][CH2:20][NH:19][CH2:18][CH2:17]3)=[N:14][CH:15]=2)([OH:9])[CH2:22][CH3:23])=[CH:4][CH:3]=1. (3) Given the reactants [C:1]1([CH2:7][C:8]#[N:9])[CH:6]=[CH:5][CH:4]=[CH:3][CH:2]=1.[CH2:10]([O:12][C:13]([N:15]1[CH2:25][CH2:24][CH:18]([C:19](OCC)=[O:20])[CH2:17][CH2:16]1)=[O:14])[CH3:11].[H-].[Na+], predict the reaction product. The product is: [CH2:10]([O:12][C:13]([N:15]1[CH2:25][CH2:24][CH:18]([C:19]([CH:7]([C:1]2[CH:6]=[CH:5][CH:4]=[CH:3][CH:2]=2)[C:8]#[N:9])=[O:20])[CH2:17][CH2:16]1)=[O:14])[CH3:11]. (4) Given the reactants [N:1]1([C:10]2[S:14][C:13]([C:15]([OH:17])=O)=[C:12]([O:18][CH2:19][C:20]3[CH:25]=[CH:24][CH:23]=[CH:22][C:21]=3[CH3:26])[CH:11]=2)[C:5]2[CH:6]=[CH:7][CH:8]=[CH:9][C:4]=2[N:3]=[CH:2]1.ClC(N(C)C)=C(C)C.[NH2:35][C:36]1[CH:41]=[CH:40][CH:39]=[CH:38][CH:37]=1.C(N(C(C)C)CC)(C)C, predict the reaction product. The product is: [N:1]1([C:10]2[S:14][C:13]([C:15]([NH:35][C:36]3[CH:41]=[CH:40][CH:39]=[CH:38][CH:37]=3)=[O:17])=[C:12]([O:18][CH2:19][C:20]3[CH:25]=[CH:24][CH:23]=[CH:22][C:21]=3[CH3:26])[CH:11]=2)[C:5]2[CH:6]=[CH:7][CH:8]=[CH:9][C:4]=2[N:3]=[CH:2]1. (5) Given the reactants [OH:1][CH2:2][C:3]1[CH:21]=[C:6]2[C:7](=[O:20])[N:8]([CH2:11][C:12]3[CH:17]=[CH:16][C:15]([O:18][CH3:19])=[CH:14][CH:13]=3)[CH2:9][CH2:10][N:5]2[N:4]=1.C(N(CC)CC)C.[CH3:29][S:30](Cl)(=[O:32])=[O:31], predict the reaction product. The product is: [CH3:29][S:30]([O:1][CH2:2][C:3]1[CH:21]=[C:6]2[C:7](=[O:20])[N:8]([CH2:11][C:12]3[CH:17]=[CH:16][C:15]([O:18][CH3:19])=[CH:14][CH:13]=3)[CH2:9][CH2:10][N:5]2[N:4]=1)(=[O:32])=[O:31].